From a dataset of Forward reaction prediction with 1.9M reactions from USPTO patents (1976-2016). Predict the product of the given reaction. (1) Given the reactants Br[CH:2]([CH3:5])[CH:3]=[CH2:4].[OH-].[K+].[N:8]1([CH2:13][C:14]2([C:45]3[CH:50]=[CH:49][C:48]([F:51])=[CH:47][C:46]=3[F:52])[O:18][CH2:17][CH:16]([CH2:19][S:20][C:21]3[CH:26]=[CH:25][C:24]([N:27]4[CH2:32][CH2:31][N:30]([C:33]5[CH:38]=[CH:37][C:36]([N:39]6[C:43](=[O:44])[NH:42][N:41]=[CH:40]6)=[CH:35][CH:34]=5)[CH2:29][CH2:28]4)=[CH:23][CH:22]=3)[CH2:15]2)[CH:12]=[N:11][CH:10]=[N:9]1, predict the reaction product. The product is: [N:8]1([CH2:13][C:14]2([C:45]3[CH:50]=[CH:49][C:48]([F:51])=[CH:47][C:46]=3[F:52])[O:18][CH2:17][CH:16]([CH2:19][S:20][C:21]3[CH:26]=[CH:25][C:24]([N:27]4[CH2:28][CH2:29][N:30]([C:33]5[CH:34]=[CH:35][C:36]([N:39]6[C:43](=[O:44])[N:42]([CH:3]([CH:2]=[CH2:5])[CH3:4])[N:41]=[CH:40]6)=[CH:37][CH:38]=5)[CH2:31][CH2:32]4)=[CH:23][CH:22]=3)[CH2:15]2)[CH:12]=[N:11][CH:10]=[N:9]1. (2) Given the reactants [OH-].[Li+].[N:3]1([C:9]2[CH:18]=[CH:17][C:12]([C:13]([O:15]C)=[O:14])=[CH:11][C:10]=2[C:19]([F:22])([F:21])[F:20])[CH2:8][CH2:7][CH2:6][CH2:5][CH2:4]1, predict the reaction product. The product is: [N:3]1([C:9]2[CH:18]=[CH:17][C:12]([C:13]([OH:15])=[O:14])=[CH:11][C:10]=2[C:19]([F:20])([F:21])[F:22])[CH2:8][CH2:7][CH2:6][CH2:5][CH2:4]1. (3) Given the reactants [F:1][C:2]1[CH:7]=[C:6]([F:8])[CH:5]=[CH:4][C:3]=1[C:9]1([C:12]([F:26])([F:25])[C:13]2[CH:18]=[CH:17][C:16]([O:19][CH2:20][C:21]([F:24])([F:23])[F:22])=[CH:15][N:14]=2)[CH2:11][O:10]1.[Cl-].[NH4+].[N-:29]=[N+:30]=[N-:31].[Na+].N#N, predict the reaction product. The product is: [N:29]([CH2:11][C:9]([C:3]1[CH:4]=[CH:5][C:6]([F:8])=[CH:7][C:2]=1[F:1])([OH:10])[C:12]([F:26])([F:25])[C:13]1[CH:18]=[CH:17][C:16]([O:19][CH2:20][C:21]([F:24])([F:23])[F:22])=[CH:15][N:14]=1)=[N+:30]=[N-:31]. (4) Given the reactants Cl[C:2]1[N:7]=[CH:6][C:5]2[C:8]([N:14]3[CH2:19][CH2:18][N:17]([C:20](=[O:25])[C:21]([OH:24])([CH3:23])[CH3:22])[CH2:16][CH2:15]3)=[N:9][N:10]([CH:11]([CH3:13])[CH3:12])[C:4]=2[CH:3]=1.[NH2:26][C:27]1[CH:32]=[CH:31][N:30]=[C:29]([N:33]2[CH2:38][CH2:37][C:36]([CH3:40])([OH:39])[CH2:35][CH2:34]2)[N:28]=1.C1(P(C2CCCCC2)C2C(OC)=CC=C(OC)C=2C2C(C(C)C)=CC(C(C)C)=CC=2C(C)C)CCCCC1.C(=O)([O-])[O-].[Cs+].[Cs+], predict the reaction product. The product is: [OH:24][C:21]([CH3:23])([CH3:22])[C:20]([N:17]1[CH2:18][CH2:19][N:14]([C:8]2[C:5]3[CH:6]=[N:7][C:2]([NH:26][C:27]4[CH:32]=[CH:31][N:30]=[C:29]([N:33]5[CH2:34][CH2:35][C:36]([OH:39])([CH3:40])[CH2:37][CH2:38]5)[N:28]=4)=[CH:3][C:4]=3[N:10]([CH:11]([CH3:13])[CH3:12])[N:9]=2)[CH2:15][CH2:16]1)=[O:25]. (5) Given the reactants Cl.[F-:2].[F-].[F-].[NH2:5][C:6]1[CH:11]=[CH:10][CH:9]=[CH:8][C:7]=1[N+:12]([O-])=O.[OH-].[NH4+], predict the reaction product. The product is: [F-:2].[F-:2].[F-:2].[NH2:5][C:6]1[CH:11]=[CH:10][CH:9]=[CH:8][C:7]=1[NH2:12]. (6) Given the reactants [C:1]([C:5]1[CH:6]=[C:7]([CH:31]=[CH:32][CH:33]=1)[CH2:8][NH:9][C@@H:10]1[C@@H:15]([OH:16])[C@H:14]([CH2:17][C:18]2[CH:23]=[C:22]([F:24])[C:21]([N+:25]([O-:27])=[O:26])=[C:20](F)[CH:19]=2)[CH2:13][S:12](=[O:30])(=[O:29])[CH2:11]1)([CH3:4])([CH3:3])[CH3:2].[CH3:34][CH2:35][OH:36].[OH-].[K+], predict the reaction product. The product is: [C:1]([C:5]1[CH:6]=[C:7]([CH:31]=[CH:32][CH:33]=1)[CH2:8][NH:9][C@@H:10]1[C@@H:15]([OH:16])[C@H:14]([CH2:17][C:18]2[CH:23]=[C:22]([F:24])[C:21]([N+:25]([O-:27])=[O:26])=[C:20]([O:36][CH2:35][CH3:34])[CH:19]=2)[CH2:13][S:12](=[O:29])(=[O:30])[CH2:11]1)([CH3:3])([CH3:2])[CH3:4]. (7) Given the reactants [Br:1][C:2]1[CH:10]=[C:6]([C:7]([OH:9])=[O:8])[C:5]([NH2:11])=[CH:4][CH:3]=1.CC1(C)O[C:18](=[O:19])[CH2:17][C:15](=[O:16])[O:14]1, predict the reaction product. The product is: [Br:1][C:2]1[CH:3]=[CH:4][C:5]([NH:11][C:18](=[O:19])[CH2:17][C:15]([OH:16])=[O:14])=[C:6]([CH:10]=1)[C:7]([OH:9])=[O:8]. (8) The product is: [Br:7][C:8]1[CH:9]=[C:2]([O:1][CH2:5][CH2:4][OH:3])[CH:11]=[N:12][CH:13]=1. Given the reactants [O:1]1[CH2:5][CH2:4][O:3][C:2]1=O.[Br:7][C:8]1[CH:9]=C(O)[CH:11]=[N:12][CH:13]=1.C(=O)([O-])[O-].[K+].[K+], predict the reaction product. (9) Given the reactants [PH3:1]=[O:2].[C:3]1([Li])[CH:8]=[CH:7][CH:6]=[CH:5][CH:4]=1.C(OCC)(=O)C.CC(O)C.[CH3:20][CH2:21][CH2:22][CH2:23][CH2:24][CH3:25], predict the reaction product. The product is: [PH3:1]=[O:2].[C:3]1([PH:1](=[O:2])[C:22]2[CH:21]=[CH:20][CH:25]=[CH:24][CH:23]=2)[CH:8]=[CH:7][CH:6]=[CH:5][CH:4]=1. (10) Given the reactants C([N:8]1[CH2:16][CH:15]2[CH:11]([CH2:12][C:13]3[CH:19]=[CH:18][S:17][C:14]=32)[CH2:10][CH2:9]1)C1C=CC=CC=1.C([O-])([O-])=O.[K+].[K+].CC(Cl)OC(Cl)=O, predict the reaction product. The product is: [CH:19]1[C:13]2[CH2:12][CH:11]3[CH:15]([C:14]=2[S:17][CH:18]=1)[CH2:16][NH:8][CH2:9][CH2:10]3.